This data is from Reaction yield outcomes from USPTO patents with 853,638 reactions. The task is: Predict the reaction yield, written as a fraction of the theoretical maximum amount of product (1.0 means a 100% yield; for example, 0.34 means a 34% yield). (1) The reactants are COC[N:4]1[C:12]2[C:7](=[C:8]([CH3:23])[CH:9]=[CH:10][C:11]=2[N:13]([CH3:22])[S:14]([C:17]2[S:18][CH:19]=[CH:20][CH:21]=2)(=[O:16])=[O:15])[CH:6]=[C:5]1[C:24]([O:26]CC)=[O:25].Cl.O1CCCC1. The catalyst is C(O)C. The product is [CH3:23][C:8]1[CH:9]=[CH:10][C:11]([N:13]([CH3:22])[S:14]([C:17]2[S:18][CH:19]=[CH:20][CH:21]=2)(=[O:15])=[O:16])=[C:12]2[C:7]=1[CH:6]=[C:5]([C:24]([OH:26])=[O:25])[NH:4]2. The yield is 0.990. (2) The reactants are [C:1]1([S:7]([N:10]2[CH2:15][CH2:14][CH:13]([CH2:16][N:17]3[C:25]4[C:20](=[N:21][C:22]([C:26]5[CH:27]=[N:28][N:29](C6CCCCO6)[CH:30]=5)=[CH:23][CH:24]=4)[CH:19]=[CH:18]3)[CH2:12][CH2:11]2)(=[O:9])=[O:8])[CH:6]=[CH:5][CH:4]=[CH:3][CH:2]=1.O.C1(C)C=CC(S(O)(=O)=O)=CC=1. The catalyst is CO.ClCCl. The product is [C:1]1([S:7]([N:10]2[CH2:15][CH2:14][CH:13]([CH2:16][N:17]3[C:25]4[C:20](=[N:21][C:22]([C:26]5[CH:30]=[N:29][NH:28][CH:27]=5)=[CH:23][CH:24]=4)[CH:19]=[CH:18]3)[CH2:12][CH2:11]2)(=[O:8])=[O:9])[CH:6]=[CH:5][CH:4]=[CH:3][CH:2]=1. The yield is 0.730. (3) The reactants are C[N:2]1[CH2:8][CH2:7][CH:6]([OH:9])[C:5]2[CH:10]=[CH:11][C:12]([C:14]3[N:15]=[N:16][CH:17]=[CH:18][CH:19]=3)=[CH:13][C:4]=2[CH2:3]1.[CH:20]1[C:29]2[C:24](=[CH:25][CH:26]=[CH:27][CH:28]=2)[CH:23]=[CH:22][C:21]=1O. The catalyst is C1COCC1.ClCCl. The product is [CH:28]1[C:29]2[C:24](=[CH:23][CH:22]=[CH:21][CH:20]=2)[CH:25]=[CH:26][C:27]=1[O:9][CH:6]1[CH2:7][CH2:8][NH:2][CH2:3][C:4]2[CH:13]=[C:12]([C:14]3[N:15]=[N:16][CH:17]=[CH:18][CH:19]=3)[CH:11]=[CH:10][C:5]1=2. The yield is 0.480. (4) The reactants are [F:1][C:2]1([F:24])[CH2:5][C:4]2([CH2:9][C@@H:8]([C:10]([OH:12])=[O:11])[N:7]([C:13](=[O:23])[C@H:14]([CH:20]([CH3:22])[CH3:21])[NH:15][C:16]([O:18][CH3:19])=[O:17])[CH2:6]2)[CH2:3]1.[CH3:25][O:26][C:27]([NH:29][C@H:30]([C:34]([N:36]1[CH2:62][CH2:61][CH2:60][C@H:37]1[C:38]([O:40][CH2:41][C:42]([C:44]1[CH:49]=[CH:48][C:47]([C:50]2[CH:55]=[CH:54][C:53]([C:56](=[O:59])[CH2:57]Br)=[CH:52][CH:51]=2)=[CH:46][CH:45]=1)=[O:43])=[O:39])=[O:35])[CH:31]([CH3:33])[CH3:32])=[O:28]. No catalyst specified. The product is [F:24][C:2]1([F:1])[CH2:5][C:4]2([CH2:9][C@@H:8]([C:10]([O:12][CH2:57][C:56]([C:53]3[CH:54]=[CH:55][C:50]([C:47]4[CH:46]=[CH:45][C:44]([C:42](=[O:43])[CH2:41][O:40][C:38]([C@@H:37]5[CH2:60][CH2:61][CH2:62][N:36]5[C:34](=[O:35])[C@@H:30]([NH:29][C:27]([O:26][CH3:25])=[O:28])[CH:31]([CH3:33])[CH3:32])=[O:39])=[CH:49][CH:48]=4)=[CH:51][CH:52]=3)=[O:59])=[O:11])[N:7]([C:13](=[O:23])[C@@H:14]([NH:15][C:16]([O:18][CH3:19])=[O:17])[CH:20]([CH3:21])[CH3:22])[CH2:6]2)[CH2:3]1. The yield is 0.750. (5) The reactants are [F:1][C:2]1[CH:3]=[C:4]([C:10]2[C:15]([C:16]3[CH:21]=[CH:20][C:19]([O:22][CH3:23])=[C:18]([F:24])[CH:17]=3)=[N:14][NH:13][C:12](=[O:25])[CH:11]=2)[CH:5]=[CH:6][C:7]=1[O:8][CH3:9].[Cl:26][C:27]1[CH:36]=[CH:35][C:30]([CH:31]=[CH:32][CH2:33]Cl)=[CH:29][CH:28]=1. No catalyst specified. The product is [F:1][C:2]1[CH:3]=[C:4]([C:10]2[C:15]([C:16]3[CH:21]=[CH:20][C:19]([O:22][CH3:23])=[C:18]([F:24])[CH:17]=3)=[N:14][N:13]([CH2:33][CH:32]=[CH:31][C:30]3[CH:35]=[CH:36][C:27]([Cl:26])=[CH:28][CH:29]=3)[C:12](=[O:25])[CH:11]=2)[CH:5]=[CH:6][C:7]=1[O:8][CH3:9]. The yield is 0.429. (6) The reactants are [O:1]1[CH2:6][CH2:5][CH2:4][CH2:3][CH:2]1[N:7]1[C:15]2[C:10](=[CH:11][C:12]([C:16]3[N:20]=[CH:19][N:18]([C:21]([C:34]4[CH:39]=[CH:38][CH:37]=[CH:36][CH:35]=4)([C:28]4[CH:33]=[CH:32][CH:31]=[CH:30][CH:29]=4)[C:22]4[CH:27]=[CH:26][CH:25]=[CH:24][CH:23]=4)[N:17]=3)=[CH:13][CH:14]=2)[C:9]([C:40]2[CH:41]=[C:42]([CH:47]=[CH:48][CH:49]=2)[C:43](OC)=[O:44])=[N:8]1.O.[OH-].[Li+].[NH2:53][C@H:54]1[C:62]2[C:57](=[CH:58][CH:59]=[CH:60][CH:61]=2)[CH2:56][CH2:55]1.O.ON1C2C=CC=CC=2N=N1.Cl.CN(C)CCCN=C=NCC. The product is [C@H:54]1([NH:53][C:43]([C:42]2[CH:47]=[CH:48][CH:49]=[C:40]([C:9]3[C:10]4[C:15](=[CH:14][CH:13]=[C:12]([C:16]5[N:20]=[CH:19][N:18]([C:21]([C:28]6[CH:29]=[CH:30][CH:31]=[CH:32][CH:33]=6)([C:34]6[CH:39]=[CH:38][CH:37]=[CH:36][CH:35]=6)[C:22]6[CH:27]=[CH:26][CH:25]=[CH:24][CH:23]=6)[N:17]=5)[CH:11]=4)[N:7]([CH:2]4[CH2:3][CH2:4][CH2:5][CH2:6][O:1]4)[N:8]=3)[CH:41]=2)=[O:44])[C:62]2[C:57](=[CH:58][CH:59]=[CH:60][CH:61]=2)[CH2:56][CH2:55]1. The yield is 0.630. The catalyst is O1CCCC1.O1CCCC1.O. (7) The reactants are [CH:1]1([N:6]2[CH2:11][CH2:10][N:9]([C:12]([C:14]3[CH:15]=[C:16]4[C:20](=[CH:21][CH:22]=3)[NH:19][C:18]([C:23]([N:25]3[CH2:30][CH2:29][C:28]([F:32])([F:31])[CH2:27][CH2:26]3)=[O:24])=[CH:17]4)=[O:13])[CH2:8][CH2:7]2)[CH2:5][CH2:4][CH2:3][CH2:2]1.[Cl:33][C:34]1[CH:39]=[CH:38][C:37](B(O)O)=[CH:36][CH:35]=1.N1C=CC=CC=1. The catalyst is ClCCl.C([O-])(=O)C.[Cu+2].C([O-])(=O)C. The product is [Cl:33][C:34]1[CH:39]=[CH:38][C:37]([N:19]2[C:20]3[C:16](=[CH:15][C:14]([C:12]([N:9]4[CH2:8][CH2:7][N:6]([CH:1]5[CH2:5][CH2:4][CH2:3][CH2:2]5)[CH2:11][CH2:10]4)=[O:13])=[CH:22][CH:21]=3)[CH:17]=[C:18]2[C:23]([N:25]2[CH2:26][CH2:27][C:28]([F:31])([F:32])[CH2:29][CH2:30]2)=[O:24])=[CH:36][CH:35]=1. The yield is 0.230. (8) The reactants are [CH:1]1([CH2:6][C@@H:7]([C:16]([N:18]2[CH:22]([C:23]([N:25]([CH3:27])[CH3:26])=[O:24])[CH2:21][CH:20]=[N:19]2)=[O:17])[CH2:8][C:9]([O:11]C(C)(C)C)=[O:10])[CH2:5][CH2:4][CH2:3][CH2:2]1.Cl. The catalyst is O1CCOCC1. The product is [CH:1]1([CH2:6][C@@H:7]([C:16]([N:18]2[CH:22]([C:23]([N:25]([CH3:27])[CH3:26])=[O:24])[CH2:21][CH:20]=[N:19]2)=[O:17])[CH2:8][C:9]([OH:11])=[O:10])[CH2:5][CH2:4][CH2:3][CH2:2]1. The yield is 1.00. (9) The reactants are [C:1]([O:10]C)(=O)[C:2]1[C:3](=[CH:5][CH:6]=[CH:7][CH:8]=1)[SH:4].[C:12]([C:14]1[CH:23]=[CH:22][C:17]([C:18]([O:20][CH3:21])=[O:19])=[CH:16][N:15]=1)#[N:13].C(N(CC)CC)C. The catalyst is C1(C)C=CC=CC=1. The product is [O:10]=[C:1]1[C:2]2[CH:8]=[CH:7][CH:6]=[CH:5][C:3]=2[S:4][C:12]([C:14]2[CH:23]=[CH:22][C:17]([C:18]([O:20][CH3:21])=[O:19])=[CH:16][N:15]=2)=[N:13]1. The yield is 0.580. (10) The reactants are [CH3:1][O:2][C:3]1[CH:8]=[C:7]([N+:9]([O-])=O)[CH:6]=[CH:5][C:4]=1[NH:12][C:13]([NH:15][C:16]1[S:17][C:18]([C:21]([F:24])([F:23])[F:22])=[N:19][N:20]=1)=[O:14]. The catalyst is CCOC(C)=O.CCO.CCO.[Pd].CCOC(C)=O. The product is [NH2:9][C:7]1[CH:6]=[CH:5][C:4]([NH:12][C:13]([NH:15][C:16]2[S:17][C:18]([C:21]([F:24])([F:23])[F:22])=[N:19][N:20]=2)=[O:14])=[C:3]([O:2][CH3:1])[CH:8]=1. The yield is 0.260.